This data is from Reaction yield outcomes from USPTO patents with 853,638 reactions. The task is: Predict the reaction yield, written as a fraction of the theoretical maximum amount of product (1.0 means a 100% yield; for example, 0.34 means a 34% yield). (1) The product is [O:44]=[C:38]1[CH:37]([N:31]2[CH2:30][C:29]3[C:33](=[CH:34][CH:35]=[C:27]([CH2:26][NH:25][C:3](=[O:5])[C:2]([F:1])([F:18])[C:6]4[CH:11]=[CH:10][C:9]([F:12])=[CH:8][C:7]=4[O:13][C:14]([F:17])([F:16])[F:15])[CH:28]=3)[C:32]2=[O:36])[CH2:42][CH2:41][C:40](=[O:43])[NH:39]1. The reactants are [F:1][C:2]([F:18])([C:6]1[CH:11]=[CH:10][C:9]([F:12])=[CH:8][C:7]=1[O:13][C:14]([F:17])([F:16])[F:15])[C:3]([OH:5])=O.P(Cl)(Cl)(Cl)=O.Cl.[NH2:25][CH2:26][C:27]1[CH:28]=[C:29]2[C:33](=[CH:34][CH:35]=1)[C:32](=[O:36])[N:31]([CH:37]1[CH2:42][CH2:41][C:40](=[O:43])[NH:39][C:38]1=[O:44])[CH2:30]2.C(=O)(O)[O-].[Na+]. The catalyst is N1C=CC=CC=1. The yield is 0.0600. (2) The catalyst is CO. The product is [F:30][C:24]1[CH:25]=[CH:26][CH:27]=[C:28]([F:29])[C:23]=1[N:22]1[C:7]2[N:8]=[C:9]([S:20][CH3:21])[N:10]=[C:11]([C:12]3[CH:17]=[CH:16][C:15]([F:18])=[CH:14][C:13]=3[CH3:19])[C:6]=2[CH2:5][CH2:4][C:3]1=[O:31]. The reactants are CO[C:3](=[O:31])[CH2:4][CH2:5][C:6]1[C:7]([NH:22][C:23]2[C:28]([F:29])=[CH:27][CH:26]=[CH:25][C:24]=2[F:30])=[N:8][C:9]([S:20][CH3:21])=[N:10][C:11]=1[C:12]1[CH:17]=[CH:16][C:15]([F:18])=[CH:14][C:13]=1[CH3:19].C[O-].[Na+]. The yield is 0.210. (3) The reactants are [C:1]([C:4]1[CH:9]=[CH:8][C:7]([S:10](Cl)(=[O:12])=[O:11])=[CH:6][CH:5]=1)(=[O:3])[CH3:2].CCN(CC)CC.[NH:21]1[CH2:26][CH2:25][O:24][CH2:23][CH2:22]1. The catalyst is C(Cl)Cl. The product is [N:21]1([S:10]([C:7]2[CH:8]=[CH:9][C:4]([C:1](=[O:3])[CH3:2])=[CH:5][CH:6]=2)(=[O:12])=[O:11])[CH2:26][CH2:25][O:24][CH2:23][CH2:22]1. The yield is 0.710. (4) The reactants are [NH2:1][C:2]1[CH:3]=[C:4]2[C:20](=[O:21])[NH:19][N:18]=[CH:17][C:6]3=[C:7]([C:11]4[CH:16]=[CH:15][CH:14]=[CH:13][CH:12]=4)[NH:8][C:9]([CH:10]=1)=[C:5]23.[F:22][C:23]([F:34])([F:33])[C:24]1[CH:32]=[CH:31][CH:30]=[CH:29][C:25]=1[C:26](O)=[O:27].C(N(CC)CC)C.F[P-](F)(F)(F)(F)F.N1(OC(N(C)C)=[N+](C)C)C2N=CC=CC=2N=N1. The catalyst is C(Cl)Cl.CO.CN(C)C=O. The yield is 0.460. The product is [O:21]=[C:20]1[C:4]2[C:5]3[C:6](=[C:7]([C:11]4[CH:12]=[CH:13][CH:14]=[CH:15][CH:16]=4)[NH:8][C:9]=3[CH:10]=[C:2]([NH:1][C:26](=[O:27])[C:25]3[CH:29]=[CH:30][CH:31]=[CH:32][C:24]=3[C:23]([F:22])([F:33])[F:34])[CH:3]=2)[CH:17]=[N:18][NH:19]1. (5) The reactants are [Br:1][C:2]1[C:3]([CH3:12])=[N:4][C:5]([Cl:11])=[C:6]([N+:8]([O-])=O)[CH:7]=1.[Cl-].[NH4+]. The catalyst is C(OCC)(=O)C.O.[Zn]. The product is [Br:1][C:2]1[CH:7]=[C:6]([NH2:8])[C:5]([Cl:11])=[N:4][C:3]=1[CH3:12]. The yield is 0.378.